The task is: Predict the reactants needed to synthesize the given product.. This data is from Full USPTO retrosynthesis dataset with 1.9M reactions from patents (1976-2016). (1) The reactants are: [N:1]1[CH:6]=[CH:5][CH:4]=[C:3]([NH2:7])[CH:2]=1.[Br:8][C:9]1[CH:10]=[CH:11][C:12]([O:18][CH2:19][C:20]2[CH:25]=[CH:24][CH:23]=[CH:22][C:21]=2[F:26])=[C:13]([CH:17]=1)[C:14](O)=[O:15].C(Cl)CCl.C1C=CC2N(O)N=NC=2C=1. Given the product [Br:8][C:9]1[CH:10]=[CH:11][C:12]([O:18][CH2:19][C:20]2[CH:25]=[CH:24][CH:23]=[CH:22][C:21]=2[F:26])=[C:13]([CH:17]=1)[C:14]([NH:7][C:3]1[CH:2]=[N:1][CH:6]=[CH:5][CH:4]=1)=[O:15], predict the reactants needed to synthesize it. (2) The reactants are: [Br:1][C:2]1[N:7]=[C:6]([CH2:8][OH:9])[CH:5]=[CH:4][CH:3]=1.N1C=CN=C1.[C:15]([Si:19]([CH3:22])([CH3:21])Cl)([CH3:18])([CH3:17])[CH3:16]. Given the product [Br:1][C:2]1[CH:3]=[CH:4][CH:5]=[C:6]([CH2:8][O:9][Si:19]([C:15]([CH3:18])([CH3:17])[CH3:16])([CH3:22])[CH3:21])[N:7]=1, predict the reactants needed to synthesize it. (3) Given the product [Cl:1][C:2]1[C:10]([C:11]#[N:12])=[CH:9][CH:8]=[C:7]2[C:3]=1[CH:4]=[C:5]([CH:18]([F:20])[F:19])[N:6]2[CH:13]([CH3:17])[C:14]([N:22]([CH3:23])[CH3:21])=[O:16], predict the reactants needed to synthesize it. The reactants are: [Cl:1][C:2]1[C:10]([C:11]#[N:12])=[CH:9][CH:8]=[C:7]2[C:3]=1[CH:4]=[C:5]([CH:18]([F:20])[F:19])[N:6]2[CH:13]([CH3:17])[C:14]([OH:16])=O.[CH3:21][N:22](C(ON1N=NC2C=CC=NC1=2)=[N+](C)C)[CH3:23].F[P-](F)(F)(F)(F)F.CCN(C(C)C)C(C)C.CNC. (4) Given the product [NH2:1][C:2]1[S:6][N:5]=[C:4]([CH3:7])[C:3]=1[C:8]([NH:25][C:22]1[CH:23]=[N:24][C:19]([O:18][CH:15]([CH3:17])[CH3:16])=[CH:20][CH:21]=1)=[O:10], predict the reactants needed to synthesize it. The reactants are: [NH2:1][C:2]1[S:6][N:5]=[C:4]([CH3:7])[C:3]=1[C:8]([OH:10])=O.S(Cl)(Cl)=O.[CH:15]([O:18][C:19]1[N:24]=[CH:23][C:22]([NH2:25])=[CH:21][CH:20]=1)([CH3:17])[CH3:16].C(N(CC)CC)C. (5) Given the product [NH2:45][C:43]([C:38]1[CH:39]=[N:40][C:41]2[C:36]([C:37]=1[NH:1][C:2]1[CH:3]=[C:4]([CH:8]=[C:9]([C:11]3[CH:16]=[C:15]([C:17]([F:18])([F:19])[F:20])[N:14]=[C:13]([O:21][CH3:22])[CH:12]=3)[CH:10]=1)[C:5]([OH:7])=[O:6])=[CH:35][CH:34]=[C:33]([C:28]1[C:29]([O:31][CH3:32])=[N:30][C:25]([O:24][CH3:23])=[N:26][CH:27]=1)[CH:42]=2)=[O:44], predict the reactants needed to synthesize it. The reactants are: [NH2:1][C:2]1[CH:3]=[C:4]([CH:8]=[C:9]([C:11]2[CH:16]=[C:15]([C:17]([F:20])([F:19])[F:18])[N:14]=[C:13]([O:21][CH3:22])[CH:12]=2)[CH:10]=1)[C:5]([OH:7])=[O:6].[CH3:23][O:24][C:25]1[N:30]=[C:29]([O:31][CH3:32])[C:28]([C:33]2[CH:42]=[C:41]3[C:36]([C:37](Cl)=[C:38]([C:43]([NH2:45])=[O:44])[CH:39]=[N:40]3)=[CH:35][CH:34]=2)=[CH:27][N:26]=1. (6) Given the product [CH3:37][C@@H:36]1[CH2:35][CH2:34][CH2:33][N:32]([C:38]([C:40]2[CH:45]=[C:44]([CH3:46])[CH:43]=[CH:42][C:41]=2[N:47]2[N:51]=[CH:50][CH:49]=[N:48]2)=[O:39])[C@@H:31]1[CH2:30][NH:29][C:23]1[N:22]=[CH:21][C:20]2[C:25](=[CH:26][CH:27]=[CH:28][C:19]=2[CH3:1])[N:24]=1, predict the reactants needed to synthesize it. The reactants are: [CH3:1]C1C=CC(C2C=NN(C)C=2)=C(C=1)C(OC)=O.Br[C:19]1[CH:28]=[CH:27][CH:26]=[C:25]2[C:20]=1[CH:21]=[N:22][C:23]([NH:29][CH2:30][C@@H:31]1[C@H:36]([CH3:37])[CH2:35][CH2:34][CH2:33][N:32]1[C:38]([C:40]1[CH:45]=[C:44]([CH3:46])[CH:43]=[CH:42][C:41]=1[N:47]1[N:51]=[CH:50][CH:49]=[N:48]1)=[O:39])=[N:24]2.CB1OB(C)OB(C)O1. (7) Given the product [Cl:34][C:32]1[CH:31]=[CH:30][C:29]([F:35])=[C:28]([C:25]2[CH:26]=[CH:27][C:22]([CH2:21][CH:12]([NH:11][C:9]([C:6]3[NH:7][N:8]=[N:37][CH:5]=3)=[O:10])[CH2:13][C@@:14]([C:19]#[N:20])([CH3:18])[C:15]([OH:17])=[O:16])=[CH:23][CH:24]=2)[CH:33]=1, predict the reactants needed to synthesize it. The reactants are: C(C1[CH:5]=[C:6]([C:9]([NH:11][C@H:12]([CH2:21][C:22]2[CH:27]=[CH:26][C:25]([C:28]3[CH:33]=[C:32]([Cl:34])[CH:31]=[CH:30][C:29]=3[F:35])=[CH:24][CH:23]=2)[CH2:13][C@:14]([CH2:19][NH2:20])([CH3:18])[C:15]([OH:17])=[O:16])=[O:10])[NH:7][N:8]=1)(=O)C.Cl.[N:37]1C=C(C(O)=O)NN=1.CN(C(ON1N=NC2C=CC=NC1=2)=[N+](C)C)C.F[P-](F)(F)(F)(F)F.CCN(C(C)C)C(C)C.